Dataset: Reaction yield outcomes from USPTO patents with 853,638 reactions. Task: Predict the reaction yield, written as a fraction of the theoretical maximum amount of product (1.0 means a 100% yield; for example, 0.34 means a 34% yield). (1) The reactants are [C:1]1([C:7]2[S:11][C:10]([C:12]([OH:14])=[O:13])=[C:9]([N:15]([C:23]([CH:25]3[CH2:30][CH2:29][CH:28]([CH3:31])[CH2:27][CH2:26]3)=[O:24])[CH:16]3[CH2:21][CH2:20][N:19]([CH3:22])[CH2:18][CH2:17]3)[CH:8]=2)[CH2:6][CH2:5][CH2:4][CH2:3][CH:2]=1.C(=O)([O-])[O-].[Cs+].[Cs+].Cl[CH2:39][O:40][C:41](=[O:46])[C:42]([CH3:45])([CH3:44])[CH3:43]. The catalyst is CN(C)C=O. The product is [CH3:43][C:42]([CH3:45])([CH3:44])[C:41]([O:40][CH2:39][O:13][C:12]([C:10]1[S:11][C:7]([C:1]2[CH2:6][CH2:5][CH2:4][CH2:3][CH:2]=2)=[CH:8][C:9]=1[N:15]([C:23]([C@H:25]1[CH2:30][CH2:29][C@H:28]([CH3:31])[CH2:27][CH2:26]1)=[O:24])[CH:16]1[CH2:17][CH2:18][N:19]([CH3:22])[CH2:20][CH2:21]1)=[O:14])=[O:46]. The yield is 0.790. (2) The reactants are [BrH:1].N[C:3]1[C:7]2=[N:8][CH:9]=[CH:10][C:11]([O:12][CH3:13])=[C:6]2[S:5][C:4]=1[C:14]([O:16][CH3:17])=[O:15].N([O-])=O.[Na+].C([O-])(O)=O.[Na+]. The catalyst is O.[Cu]Br. The product is [Br:1][C:3]1[C:7]2=[N:8][CH:9]=[CH:10][C:11]([O:12][CH3:13])=[C:6]2[S:5][C:4]=1[C:14]([O:16][CH3:17])=[O:15]. The yield is 0.790. (3) The reactants are [Cl:1][C:2]1[CH:3]=[C:4]([CH:7]=[C:8]([Cl:10])[CH:9]=1)[CH:5]=[O:6].[F:11][C:12]([Si](C)(C)C)([F:14])[F:13].[F-].C([N+](CCCC)(CCCC)CCCC)CCC. The catalyst is O1CCCC1.Cl.O. The product is [Cl:1][C:2]1[CH:3]=[C:4]([CH:5]([OH:6])[C:12]([F:14])([F:13])[F:11])[CH:7]=[C:8]([Cl:10])[CH:9]=1. The yield is 0.600. (4) The reactants are [N:1]1[C:9]2[C:4](=[N:5][CH:6]=[CH:7][CH:8]=2)[N:3]([CH2:10][O:11][CH2:12][CH2:13][O:14]C(=O)C)[CH:2]=1.C[O-].[Na+]. The catalyst is CO. The product is [N:1]1[C:9]2[C:4](=[N:5][CH:6]=[CH:7][CH:8]=2)[N:3]([CH2:10][O:11][CH2:12][CH2:13][OH:14])[CH:2]=1. The yield is 0.990. (5) The reactants are [Cl:1][C:2]1[CH:9]=[C:8]([F:10])[C:5]([CH2:6]Br)=[C:4]([F:11])[CH:3]=1.[C-:12]#[N:13].[K+]. The catalyst is C(O)C.O. The product is [Cl:1][C:2]1[CH:9]=[C:8]([F:10])[C:5]([CH2:6][C:12]#[N:13])=[C:4]([F:11])[CH:3]=1. The yield is 0.570.